This data is from CYP2C19 inhibition data for predicting drug metabolism from PubChem BioAssay. The task is: Regression/Classification. Given a drug SMILES string, predict its absorption, distribution, metabolism, or excretion properties. Task type varies by dataset: regression for continuous measurements (e.g., permeability, clearance, half-life) or binary classification for categorical outcomes (e.g., BBB penetration, CYP inhibition). Dataset: cyp2c19_veith. The compound is Cc1cc(C)n2nc(SCc3cc(=O)oc4ccc5ccccc5c34)nc2n1. The result is 1 (inhibitor).